This data is from Reaction yield outcomes from USPTO patents with 853,638 reactions. The task is: Predict the reaction yield, written as a fraction of the theoretical maximum amount of product (1.0 means a 100% yield; for example, 0.34 means a 34% yield). (1) The reactants are [Cl:1][C:2]1[CH:10]=[CH:9][C:5]([C:6](Cl)=[O:7])=[CH:4][N:3]=1.C([N:13](CC)CC)C.[C:18]1([CH2:24]N)[CH:23]=[CH:22][CH:21]=[CH:20][CH:19]=1. The catalyst is C(Cl)Cl. The product is [CH2:24]([C:4]1[N:3]=[C:2]([Cl:1])[CH:10]=[CH:9][C:5]=1[C:6]([NH2:13])=[O:7])[C:18]1[CH:23]=[CH:22][CH:21]=[CH:20][CH:19]=1. The yield is 0.890. (2) The reactants are Cl[C:2]1[N:3]=[C:4]([N:13]2[CH2:18][CH2:17][N:16]([C:19](=[O:27])[CH2:20][C:21]3[CH:26]=[CH:25][CH:24]=[CH:23][CH:22]=3)[CH2:15][CH2:14]2)[C:5]2[CH:10]=[C:9]([CH2:11][CH3:12])[S:8][C:6]=2[N:7]=1.[SH:28][CH2:29][C:30]([NH:32][C:33]1[CH:38]=[CH:37][CH:36]=[CH:35][CH:34]=1)=[O:31]. The catalyst is CN(C=O)C. The product is [CH2:11]([C:9]1[S:8][C:6]2[N:7]=[C:2]([S:28][CH2:29][C:30]([NH:32][C:33]3[CH:38]=[CH:37][CH:36]=[CH:35][CH:34]=3)=[O:31])[N:3]=[C:4]([N:13]3[CH2:18][CH2:17][N:16]([C:19](=[O:27])[CH2:20][C:21]4[CH:26]=[CH:25][CH:24]=[CH:23][CH:22]=4)[CH2:15][CH2:14]3)[C:5]=2[CH:10]=1)[CH3:12]. The yield is 0.580. (3) No catalyst specified. The product is [OH:19][C:16]1[CH:17]=[CH:18][C:13]([C:4]2[CH:3]=[C:2]([CH:20]=[CH2:21])[C:11]3[C:6](=[CH:7][CH:8]=[C:9]([OH:12])[CH:10]=3)[N:5]=2)=[CH:14][CH:15]=1. The yield is 0.690. The reactants are Br[C:2]1[C:11]2[C:6](=[CH:7][CH:8]=[C:9]([OH:12])[CH:10]=2)[N:5]=[C:4]([C:13]2[CH:18]=[CH:17][C:16]([OH:19])=[CH:15][CH:14]=2)[CH:3]=1.[CH2:20]([Sn](CCCC)(CCCC)C=C)[CH2:21]CC.